From a dataset of Forward reaction prediction with 1.9M reactions from USPTO patents (1976-2016). Predict the product of the given reaction. (1) Given the reactants [CH3:1][O:2][CH2:3][CH2:4][N:5]1[CH2:11][CH2:10][C:9]2[CH:12]=[C:13]([NH2:16])[CH:14]=[CH:15][C:8]=2[CH2:7][CH2:6]1.Cl[C:18]1[N:23]=[C:22]([NH:24][C:25]2[C:34]([CH3:35])=[CH:33][CH:32]=[CH:31][C:26]=2[O:27][CH2:28][C:29]#[N:30])[C:21]([Cl:36])=[CH:20][N:19]=1, predict the reaction product. The product is: [Cl:36][C:21]1[C:22]([NH:24][C:25]2[C:34]([CH3:35])=[CH:33][CH:32]=[CH:31][C:26]=2[O:27][CH2:28][C:29]#[N:30])=[N:23][C:18]([NH:16][C:13]2[CH:14]=[CH:15][C:8]3[CH2:7][CH2:6][N:5]([CH2:4][CH2:3][O:2][CH3:1])[CH2:11][CH2:10][C:9]=3[CH:12]=2)=[N:19][CH:20]=1. (2) Given the reactants [CH3:1][C:2]([O:5][C:6]([NH:8][CH:9]([C:16]1[CH:21]=[CH:20][CH:19]=[CH:18][C:17]=1[F:22])[C:10]([CH3:15])([CH3:14])C(O)=O)=[O:7])([CH3:4])[CH3:3].C([N:25]([CH2:28]C)CC)C.C1(P(N=[N+]=[N-])(C2C=CC=CC=2)=[O:37])C=CC=CC=1, predict the reaction product. The product is: [F:22][C:17]1[CH:18]=[CH:19][CH:20]=[CH:21][C:16]=1[CH:9]1[N:8]([C:6]([O:5][C:2]([CH3:1])([CH3:3])[CH3:4])=[O:7])[C:28](=[O:37])[NH:25][C:10]1([CH3:14])[CH3:15]. (3) Given the reactants [C:1]([O:5][C:6]([N:8]1[CH2:12][C@H:11]([CH2:13][NH:14][C:15]2[CH:20]=[CH:19][C:18]([Cl:21])=[CH:17][CH:16]=2)[C@@H:10]([CH2:22][C:23]2[CH:28]=[CH:27][CH:26]=[CH:25][CH:24]=2)[CH2:9]1)=[O:7])([CH3:4])([CH3:3])[CH3:2].[C:29]1([S:35](Cl)(=[O:37])=[O:36])[CH:34]=[CH:33][CH:32]=[CH:31][CH:30]=1.C(N(C(C)C)C(C)C)C, predict the reaction product. The product is: [C:1]([O:5][C:6]([N:8]1[CH2:9][C@@H:10]([CH2:22][C:23]2[CH:24]=[CH:25][CH:26]=[CH:27][CH:28]=2)[C@@H:11]([CH2:13][N:14]([S:35]([C:29]2[CH:34]=[CH:33][CH:32]=[CH:31][CH:30]=2)(=[O:37])=[O:36])[C:15]2[CH:16]=[CH:17][C:18]([Cl:21])=[CH:19][CH:20]=2)[CH2:12]1)=[O:7])([CH3:4])([CH3:2])[CH3:3].